From a dataset of Reaction yield outcomes from USPTO patents with 853,638 reactions. Predict the reaction yield, written as a fraction of the theoretical maximum amount of product (1.0 means a 100% yield; for example, 0.34 means a 34% yield). (1) The reactants are [CH:1]1([CH:4]=O)[CH2:3][CH2:2]1.N1CCCCC1.[NH2:12][C:13]1[N:18]=[CH:17][N:16]=[C:15]2[N:19]([CH2:37][C@H:38]3[CH2:42][CH2:41][CH2:40][N:39]3[C:43](=[O:47])[CH2:44][C:45]#[N:46])[N:20]=[C:21]([C:22]3[CH:27]=[CH:26][C:25]([O:28][C:29]4[CH:34]=[C:33]([F:35])[CH:32]=[C:31]([F:36])[CH:30]=4)=[CH:24][CH:23]=3)[C:14]=12. The catalyst is CO. The product is [NH2:12][C:13]1[N:18]=[CH:17][N:16]=[C:15]2[N:19]([CH2:37][C@H:38]3[CH2:42][CH2:41][CH2:40][N:39]3[C:43]([C:44](=[CH:4][CH:1]3[CH2:2][CH2:3]3)[C:45]#[N:46])=[O:47])[N:20]=[C:21]([C:22]3[CH:27]=[CH:26][C:25]([O:28][C:29]4[CH:30]=[C:31]([F:36])[CH:32]=[C:33]([F:35])[CH:34]=4)=[CH:24][CH:23]=3)[C:14]=12. The yield is 0.450. (2) The reactants are [C:1]([N:8]1[CH2:12][CH:11]=[CH:10][CH2:9]1)([O:3][C:4]([CH3:7])([CH3:6])[CH3:5])=[O:2].ClC1C=CC=C(C(OO)=[O:21])C=1. The catalyst is C(Cl)Cl. The product is [C:1]([N+:8]1([O-:21])[CH2:9][CH:10]=[CH:11][CH2:12]1)([O:3][C:4]([CH3:7])([CH3:6])[CH3:5])=[O:2]. The yield is 0.820.